From a dataset of Full USPTO retrosynthesis dataset with 1.9M reactions from patents (1976-2016). Predict the reactants needed to synthesize the given product. (1) Given the product [Cl:50][C:48]1[C:27]([C:28]2[CH:33]=[CH:32][C:31]([O:34][CH3:35])=[CH:30][CH:29]=2)=[C:26]2[C:22]3[CH2:21][C:20]([CH3:40])([CH3:39])[C:19](=[O:18])[CH2:38][C:23]=3[S:24][C:25]2=[N:37][C:47]=1[CH2:46][N:43]1[C:5](=[O:9])[CH2:6][CH2:45][C:44]1=[O:3], predict the reactants needed to synthesize it. The reactants are: CS(C)=[O:3].[C:5](Cl)(=[O:9])[C:6](Cl)=O.C([O:18][CH:19]1[CH2:38][C:23]2[S:24][C:25]([NH2:37])=[C:26]([C:27](=O)[C:28]3[CH:33]=[CH:32][C:31]([O:34][CH3:35])=[CH:30][CH:29]=3)[C:22]=2[CH2:21][C:20]1([CH3:40])[CH3:39])C1C=CC=CC=1.C([N:43]([CH2:46][CH3:47])[CH2:44][CH3:45])C.[CH2:48]([Cl:50])Cl. (2) Given the product [NH2:12][C:6]1[CH:5]=[C:4]([N+:1]([O-:3])=[O:2])[CH:15]=[CH:14][C:7]=1[C:8]([NH:21][CH2:20][CH2:19][C:18]1[CH:22]=[CH:23][C:24]([Cl:26])=[CH:25][C:17]=1[Cl:16])=[O:10], predict the reactants needed to synthesize it. The reactants are: [N+:1]([C:4]1[CH:5]=[C:6]2[NH:12]C(=O)[O:10][C:8](=O)[C:7]2=[CH:14][CH:15]=1)([O-:3])=[O:2].[Cl:16][C:17]1[CH:25]=[C:24]([Cl:26])[CH:23]=[CH:22][C:18]=1[CH2:19][CH2:20][NH2:21].CN(C=O)C. (3) Given the product [I-:19].[CH2:1]([O:8][C:9]1[CH:14]=[C:13]([F:15])[C:12]([F:16])=[CH:11][C:10]=1[CH2:17][CH2:18][P+:26]([C:27]1[CH:28]=[CH:29][CH:30]=[CH:31][CH:32]=1)([C:33]1[CH:38]=[CH:37][CH:36]=[CH:35][CH:34]=1)[C:23]1[CH:22]=[CH:21][CH:20]=[CH:25][CH:24]=1)[C:2]1[CH:7]=[CH:6][CH:5]=[CH:4][CH:3]=1, predict the reactants needed to synthesize it. The reactants are: [CH2:1]([O:8][C:9]1[CH:14]=[C:13]([F:15])[C:12]([F:16])=[CH:11][C:10]=1[CH2:17][CH2:18][I:19])[C:2]1[CH:7]=[CH:6][CH:5]=[CH:4][CH:3]=1.[CH:20]1[CH:25]=[CH:24][C:23]([P:26]([C:33]2[CH:38]=[CH:37][CH:36]=[CH:35][CH:34]=2)[C:27]2[CH:32]=[CH:31][CH:30]=[CH:29][CH:28]=2)=[CH:22][CH:21]=1. (4) Given the product [I:15][C:16]1[CH:22]=[CH:21][C:19](/[N:20]=[CH:1]/[C:3]2[CH:14]=[CH:13][C:6]([O:7][CH2:8][C:9]([O:11][CH3:12])=[O:10])=[CH:5][CH:4]=2)=[CH:18][CH:17]=1, predict the reactants needed to synthesize it. The reactants are: [CH:1]([C:3]1[CH:14]=[CH:13][C:6]([O:7][CH2:8][C:9]([O:11][CH3:12])=[O:10])=[CH:5][CH:4]=1)=O.[I:15][C:16]1[CH:22]=[CH:21][C:19]([NH2:20])=[CH:18][CH:17]=1. (5) Given the product [Cl:1][C:2]1[CH:3]=[C:4](/[C:14](=[N:23]/[S@:21]([C:18]([CH3:20])([CH3:19])[CH3:17])=[O:22])/[CH3:15])[CH:5]=[CH:6][C:7]=1[CH2:8][CH2:9][C:10]([CH3:13])([CH3:12])[CH3:11], predict the reactants needed to synthesize it. The reactants are: [Cl:1][C:2]1[CH:3]=[C:4]([C:14](=O)[CH3:15])[CH:5]=[CH:6][C:7]=1[CH2:8][CH2:9][C:10]([CH3:13])([CH3:12])[CH3:11].[CH3:17][C:18]([S@@:21]([NH2:23])=[O:22])([CH3:20])[CH3:19].[Cl-].[NH4+].C(OCC)(=O)C.